This data is from Forward reaction prediction with 1.9M reactions from USPTO patents (1976-2016). The task is: Predict the product of the given reaction. (1) Given the reactants [CH3:1][C:2]1[CH:3]=[C:4]2[C:8](=[CH:9][CH:10]=1)[NH:7][CH:6]=[CH:5]2.[C:11]1(=[O:17])[NH:15][C:14](=[O:16])[CH:13]=[CH:12]1, predict the reaction product. The product is: [CH3:1][C:2]1[CH:3]=[C:4]2[C:8](=[CH:9][CH:10]=1)[NH:7][CH:6]=[C:5]2[CH:13]1[CH2:12][C:11](=[O:17])[NH:15][C:14]1=[O:16]. (2) Given the reactants [NH2:1][C:2]1[C:11]([OH:12])=[CH:10][CH:9]=[CH:8][C:3]=1[C:4]([O:6][CH3:7])=[O:5].[Cl:13][C:14]1[CH:22]=[C:21]([Cl:23])[CH:20]=[CH:19][C:15]=1[C:16](Cl)=O.O.CC1C=CC(S(O)(=O)=O)=CC=1, predict the reaction product. The product is: [Cl:13][C:14]1[CH:22]=[C:21]([Cl:23])[CH:20]=[CH:19][C:15]=1[C:16]1[O:12][C:11]2[C:2](=[C:3]([C:4]([O:6][CH3:7])=[O:5])[CH:8]=[CH:9][CH:10]=2)[N:1]=1.